This data is from Catalyst prediction with 721,799 reactions and 888 catalyst types from USPTO. The task is: Predict which catalyst facilitates the given reaction. (1) Reactant: [C:1]1([C:15]2[CH:20]=[CH:19][CH:18]=[CH:17][CH:16]=2)[CH:6]=[CH:5][CH:4]=[CH:3][C:2]=1[C:7]1[CH:12]=[CH:11][CH:10]=[C:9]([O:13][CH3:14])[N:8]=1.II.C1OC1C. Product: [CH3:14][O:13][C:9]1[CH:10]=[CH:11][C:12]2[C:7](=[C:2]3[CH:3]=[CH:4][CH:5]=[CH:6][C:1]3=[C:15]3[CH:20]=[CH:19][CH:18]=[CH:17][C:16]3=2)[N:8]=1. The catalyst class is: 11. (2) Reactant: [Na].[F:2][C:3]1[CH:8]=[CH:7][C:6]([C:9]2[CH:17]=[C:16]([C:18](O)=[O:19])[CH:15]=[C:14]3[C:10]=2[CH:11]=[CH:12][N:13]3[CH3:21])=[CH:5][CH:4]=1.[O-:22][N+:23]1[C:28]([C:29]([F:32])([F:31])[F:30])=[CH:27][CH:26]=[C:25]([C@H:33]([NH2:35])[CH3:34])[CH:24]=1.CN1CCOCC1.Cl.CN(C)CCCN=C=NCC.ON1C2N=CC=CC=2N=N1. Product: [F:2][C:3]1[CH:8]=[CH:7][C:6]([C:9]2[CH:17]=[C:16]([C:18]([NH:35][C@@H:33]([C:25]3[CH:24]=[N+:23]([O-:22])[C:28]([C:29]([F:30])([F:31])[F:32])=[CH:27][CH:26]=3)[CH3:34])=[O:19])[CH:15]=[C:14]3[C:10]=2[CH:11]=[CH:12][N:13]3[CH3:21])=[CH:5][CH:4]=1. The catalyst class is: 9. (3) Reactant: [OH:1][NH:2][C:3](=[NH:8])[C:4]([CH3:7])([CH3:6])[CH3:5].[C:9]([O:13][C:14]([N:16]1[CH2:20][CH2:19][CH2:18][C@H:17]1[C:21](O)=O)=[O:15])([CH3:12])([CH3:11])[CH3:10].C(N=C=NC(C)C)(C)C. Product: [C:9]([O:13][C:14]([N:16]1[CH2:20][CH2:19][CH2:18][C@H:17]1[C:21]1[O:1][N:2]=[C:3]([C:4]([CH3:7])([CH3:6])[CH3:5])[N:8]=1)=[O:15])([CH3:12])([CH3:10])[CH3:11]. The catalyst class is: 4.